This data is from Drug-target binding data from BindingDB using Kd measurements. The task is: Regression. Given a target protein amino acid sequence and a drug SMILES string, predict the binding affinity score between them. We predict pKd (pKd = -log10(Kd in M); higher means stronger binding). Dataset: bindingdb_kd. (1) The compound is COc1c2ccoc2cc2oc(=O)cnc12. The target protein (P16389) has sequence MTVATGDPADEAAALPGHPQDTYDPEADHECCERVVINISGLRFETQLKTLAQFPETLLGDPKKRMRYFDPLRNEYFFDRNRPSFDAILYYYQSGGRLRRPVNVPLDIFSEEIRFYELGEEAMEMFREDEGYIKEEERPLPENEFQRQVWLLFEYPESSGPARIIAIVSVMVILISIVSFCLETLPIFRDENEDMHGSGVTFHTYSNSTIGYQQSTSFTDPFFIVETLCIIWFSFEFLVRFFACPSKAGFFTNIMNIIDIVAIIPYFITLGTELAEKPEDAQQGQQAMSLAILRVIRLVRVFRIFKLSRHSKGLQILGQTLKASMRELGLLIFFLFIGVILFSSAVYFAEADERESQFPSIPDAFWWAVVSMTTVGYGDMVPTTIGGKIVGSLCAIAGVLTIALPVPVIVSNFNYFYHRETEGEEQAQYLQVTSCPKIPSSPDLKKSRSASTISKSDYMEIQEGVNNSNEDFREENLKTANCTLANTNYVNITKMLTDV. The pKd is 3.2. (2) The compound is CO[C@@H]1[C@H](N(C)C(=O)c2ccccc2)C[C@H]2O[C@]1(C)n1c3ccccc3c3c4c(c5c6ccccc6n2c5c31)C(=O)N[C@H]4O. The target protein (Q9HCP0) has sequence MDHPSREKDERQRTTKPMAQRSAHCSRPSGSSSSSGVLMVGPNFRVGKKIGCGNFGELRLGKNLYTNEYVAIKLEPIKSRAPQLHLEYRFYKQLGSAGEGLPQVYYFGPCGKYNAMVLELLGPSLEDLFDLCDRTFTLKTVLMIAIQLLSRMEYVHSKNLIYRDVKPENFLIGRQGNKKEHVIHIIDFGLAKEYIDPETKKHIPYREHKSLTGTARYMSINTHLGKEQSRRDDLEALGHMFMYFLRGSLPWQGLKADTLKERYQKIGDTKRNTPIEALCENFPEEMATYLRYVRRLDFFEKPDYEYLRTLFTDLFEKKGYTFDYAYDWVGRPIPTPVGSVHVDSGASAITRESHTHRDRPSQQQPLRNQVVSSTNGELNVDDPTGAHSNAPITAHAEVEVVEEAKCCCFFKRKRKKTAQRHK. The pKd is 5.0.